Predict which catalyst facilitates the given reaction. From a dataset of Catalyst prediction with 721,799 reactions and 888 catalyst types from USPTO. (1) Reactant: [Br:1][C:2]1[CH:3]=[C:4]([C:8](O)([CH2:24][C:25]2[CH:30]=[CH:29][C:28]([Cl:31])=[CH:27][CH:26]=2)[C@@H:9]([NH:11][S:12]([C:15]2[CH:20]=[CH:19][C:18]([N+:21]([O-:23])=[O:22])=[CH:17][CH:16]=2)(=[O:14])=[O:13])[CH3:10])[CH:5]=[CH:6][CH:7]=1.CN(S(F)(F)[F:37])C. Product: [Br:1][C:2]1[CH:3]=[C:4]([C:8]([F:37])([CH2:24][C:25]2[CH:30]=[CH:29][C:28]([Cl:31])=[CH:27][CH:26]=2)[C@@H:9]([NH:11][S:12]([C:15]2[CH:20]=[CH:19][C:18]([N+:21]([O-:23])=[O:22])=[CH:17][CH:16]=2)(=[O:14])=[O:13])[CH3:10])[CH:5]=[CH:6][CH:7]=1. The catalyst class is: 2. (2) Reactant: [H-].[H-].[H-].[H-].[Li+].[Al+3].[CH2:7]([N:14]1[C:19](=O)[CH2:18][O:17][C@H:16]2[CH2:21][CH2:22][CH2:23][CH2:24][C@@H:15]12)[C:8]1[CH:13]=[CH:12][CH:11]=[CH:10][CH:9]=1.O. Product: [CH2:7]([N:14]1[CH2:19][CH2:18][O:17][C@H:16]2[CH2:21][CH2:22][CH2:23][CH2:24][C@@H:15]12)[C:8]1[CH:9]=[CH:10][CH:11]=[CH:12][CH:13]=1. The catalyst class is: 1. (3) Product: [F:34][C:31]1[C:32]([NH:33][C:4](=[O:6])[CH:3]([CH3:2])[CH2:7][CH2:8][N:9]2[CH2:14][CH2:13][CH2:12][CH2:11][CH2:10]2)=[N:28][NH:29][C:30]=1[C:35]1[CH:36]=[N:37][C:38]([CH3:41])=[CH:39][CH:40]=1. Reactant: Cl.[CH3:2][CH:3]([CH2:7][CH2:8][N:9]1[CH2:14][CH2:13][CH2:12][CH2:11][CH2:10]1)[C:4]([OH:6])=O.C(Cl)(=O)C(Cl)=O.C(OC([N:28]1[C:32]([NH2:33])=[C:31]([F:34])[C:30]([C:35]2[CH:36]=[N:37][C:38]([CH3:41])=[CH:39][CH:40]=2)=[N:29]1)=O)(C)(C)C.Cl. The catalyst class is: 59. (4) Reactant: [CH2:1]([O:8][C:9]([NH:11][C@@H:12]([CH2:16][CH2:17][NH:18][C:19]([O:21][C:22]([CH3:25])([CH3:24])[CH3:23])=[O:20])[C:13]([OH:15])=O)=[O:10])[C:2]1[CH:7]=[CH:6][CH:5]=[CH:4][CH:3]=1.[C:26]([O:30][C:31](=[O:38])[NH:32][CH2:33][CH:34]([OH:37])[CH2:35][NH2:36])([CH3:29])([CH3:28])[CH3:27].C(Cl)CCl.C1C=CC2N(O)N=NC=2C=1. Product: [CH2:1]([O:8][C:9](=[O:10])[NH:11][C@H:12]([C:13]([NH:36][CH2:35][CH:34]([OH:37])[CH2:33][NH:32][C:31]([O:30][C:26]([CH3:28])([CH3:27])[CH3:29])=[O:38])=[O:15])[CH2:16][CH2:17][NH:18][C:19]([O:21][C:22]([CH3:25])([CH3:24])[CH3:23])=[O:20])[C:2]1[CH:3]=[CH:4][CH:5]=[CH:6][CH:7]=1. The catalyst class is: 3. (5) Reactant: [CH3:1][CH:2]([S:4](Cl)(=[O:6])=[O:5])[CH3:3].[NH2:8][C:9]1[CH:14]=[CH:13][C:12]([C:15]2[C:16]([C:29]3[CH:34]=[CH:33][CH:32]=[CH:31][CH:30]=3)=[N:17][C:18]3[C:23]([N:24]=2)=[CH:22][C:21]([C:25]([O:27][CH3:28])=[O:26])=[CH:20][CH:19]=3)=[CH:11][CH:10]=1.CCN(C(C)C)C(C)C. Product: [C:29]1([C:16]2[C:15]([C:12]3[CH:13]=[CH:14][C:9]([NH:8][S:4]([CH:2]([CH3:3])[CH3:1])(=[O:6])=[O:5])=[CH:10][CH:11]=3)=[N:24][C:23]3[C:18](=[CH:19][CH:20]=[C:21]([C:25]([O:27][CH3:28])=[O:26])[CH:22]=3)[N:17]=2)[CH:30]=[CH:31][CH:32]=[CH:33][CH:34]=1. The catalyst class is: 4.